From a dataset of Catalyst prediction with 721,799 reactions and 888 catalyst types from USPTO. Predict which catalyst facilitates the given reaction. (1) Reactant: [N:1]1([S:11]([C:14]2[CH:15]=[C:16]([N:20]3[C:25](=O)[C:24]4=[C:27]([C:30](O)=[O:31])[S:28][CH:29]=[C:23]4[NH:22][C:21]3=[O:33])[CH:17]=[CH:18][CH:19]=2)(=[O:13])=[O:12])[C:10]2[C:5](=[CH:6][CH:7]=[CH:8][CH:9]=2)[CH2:4][CH2:3][CH2:2]1.B.[OH-].[Na+]. Product: [N:1]1([S:11]([C:14]2[CH:15]=[C:16]([N:20]3[CH2:25][C:24]4=[C:27]([CH2:30][OH:31])[S:28][CH:29]=[C:23]4[NH:22][C:21]3=[O:33])[CH:17]=[CH:18][CH:19]=2)(=[O:13])=[O:12])[C:10]2[C:5](=[CH:6][CH:7]=[CH:8][CH:9]=2)[CH2:4][CH2:3][CH2:2]1. The catalyst class is: 1. (2) Reactant: [CH3:1][O:2][CH:3]([CH3:7])[C:4]([OH:6])=O.CCN(C(C)C)C(C)C.CN(C(ON1N=NC2C=CC=NC1=2)=[N+](C)C)C.F[P-](F)(F)(F)(F)F.OC(C(F)(F)F)=O.[F:48][C:49]1[CH:75]=[C:74]([F:76])[CH:73]=[CH:72][C:50]=1[O:51][CH:52]1[CH2:57][CH2:56][N:55]([C:58]2[N:59]=[C:60]3[CH2:71][CH2:70][NH:69][CH2:68][C:61]3=[N:62][C:63]=2[NH:64][CH:65]([CH3:67])[CH3:66])[CH2:54][CH2:53]1. Product: [F:48][C:49]1[CH:75]=[C:74]([F:76])[CH:73]=[CH:72][C:50]=1[O:51][CH:52]1[CH2:53][CH2:54][N:55]([C:58]2[N:59]=[C:60]3[CH2:71][CH2:70][N:69]([C:4](=[O:6])[CH:3]([O:2][CH3:1])[CH3:7])[CH2:68][C:61]3=[N:62][C:63]=2[NH:64][CH:65]([CH3:67])[CH3:66])[CH2:56][CH2:57]1. The catalyst class is: 44.